From a dataset of Forward reaction prediction with 1.9M reactions from USPTO patents (1976-2016). Predict the product of the given reaction. (1) Given the reactants Br[C:2]1[CH:7]=[N:6][CH:5]=[C:4]([Br:8])[N:3]=1.[C:9]1(B(O)O)[CH:14]=[CH:13][CH:12]=[CH:11][CH:10]=1, predict the reaction product. The product is: [Br:8][C:4]1[CH:5]=[N:6][CH:7]=[C:2]([C:9]2[CH:14]=[CH:13][CH:12]=[CH:11][CH:10]=2)[N:3]=1. (2) Given the reactants [OH:1][C:2]1[CH:9]=[CH:8][C:5]([CH:6]=[O:7])=[CH:4][CH:3]=1.C([O-])([O-])=O.[K+].[K+].[CH3:16][S:17](Cl)(=[O:19])=[O:18], predict the reaction product. The product is: [CH3:16][S:17]([O:1][C:2]1[CH:9]=[CH:8][C:5]([CH:6]=[O:7])=[CH:4][CH:3]=1)(=[O:19])=[O:18]. (3) Given the reactants [F:1][C:2]1[CH:3]=[C:4]2[C:9](=[CH:10][C:11]=1[F:12])[N:8]=[C:7]([CH:13]=[CH:14][C:15]1[CH:30]=[CH:29][C:18]3[O:19][CH2:20][C:21]4[CH:28]=[CH:27][CH:26]=[CH:25][C:22]=4[C:23](=[O:24])[C:17]=3[CH:16]=1)[CH:6]=[CH:5]2.ClC1C=C2C(C=CC(/C=C/C3C=CC4OCC5C=CC=CC=5C(=O)C=4C=3)=N2)=CC=1F, predict the reaction product. The product is: [F:1][C:2]1[CH:3]=[C:4]2[C:9](=[CH:10][C:11]=1[F:12])[N:8]=[C:7](/[CH:13]=[CH:14]/[C:15]1[CH:30]=[CH:29][C:18]3[O:19][CH2:20][C:21]4[CH:28]=[CH:27][CH:26]=[CH:25][C:22]=4[CH:23]([OH:24])[C:17]=3[CH:16]=1)[CH:6]=[CH:5]2. (4) Given the reactants FC(F)(F)C([O-])=O.[CH:8]1([C:14]2[C:15]3[CH:16]=[CH:17][C:18]([C:36](O)=[O:37])=[CH:19][C:20]=3[N:21]3[CH2:28][CH2:27][N:26]([CH3:29])[CH2:25][C:24]4[CH:30]=[C:31]([O:34][CH3:35])[CH:32]=[CH:33][C:23]=4[C:22]=23)[CH2:13][CH2:12][CH2:11][CH2:10][CH2:9]1.CCN=C=NCCCN(C)C.Cl.[CH3:51][N:52]([CH3:57])[S:53]([NH2:56])(=[O:55])=[O:54], predict the reaction product. The product is: [CH:8]1([C:14]2[C:15]3[CH:16]=[CH:17][C:18]([C:36]([NH:56][S:53]([N:52]([CH3:57])[CH3:51])(=[O:55])=[O:54])=[O:37])=[CH:19][C:20]=3[N:21]3[CH2:28][CH2:27][N:26]([CH3:29])[CH2:25][C:24]4[CH:30]=[C:31]([O:34][CH3:35])[CH:32]=[CH:33][C:23]=4[C:22]=23)[CH2:9][CH2:10][CH2:11][CH2:12][CH2:13]1. (5) Given the reactants [OH:1][C:2]1[N:7]=[CH:6][C:5]2[CH:8]3[CH:11]([C:12]([O:14][CH2:15][CH3:16])=[O:13])[CH:9]3[CH2:10][C:4]=2[CH:3]=1.Br[CH2:18][C:19]1[CH:20]=[C:21]([C:25]2[C:30]([CH3:31])=[CH:29][C:28]([O:32][CH2:33][CH2:34][CH2:35][S:36]([CH3:39])(=[O:38])=[O:37])=[CH:27][C:26]=2[CH3:40])[CH:22]=[CH:23][CH:24]=1, predict the reaction product. The product is: [CH3:40][C:26]1[CH:27]=[C:28]([O:32][CH2:33][CH2:34][CH2:35][S:36]([CH3:39])(=[O:37])=[O:38])[CH:29]=[C:30]([CH3:31])[C:25]=1[C:21]1[CH:22]=[CH:23][CH:24]=[C:19]([CH2:18][O:1][C:2]2[N:7]=[CH:6][C:5]3[C@@H:8]4[C@@H:11]([C:12]([O:14][CH2:15][CH3:16])=[O:13])[C@@H:9]4[CH2:10][C:4]=3[CH:3]=2)[CH:20]=1. (6) Given the reactants [NH2:1][C:2]1[C:10]2[C:5](=[N:6][C:7]([O:13][CH2:14][C:15]([OH:17])=O)=[C:8]([Cl:12])[C:9]=2[CH3:11])[S:4][C:3]=1[C:18](=[O:23])[NH:19][CH:20]1[CH2:22][CH2:21]1.O.O[N:26]1C2C=CC=CC=2N=[N:27]1.[CH:35]([N:38]([CH2:42][CH3:43])[CH:39](C)C)(C)[CH3:36].Cl.CN(C)CCCN=C=NCC.CN1CCNCC1, predict the reaction product. The product is: [CH3:39][N:38]1[CH2:42][CH2:43][N:26]([NH:27][C:15](=[O:17])[CH2:14][O:13][C:7]2[N:6]=[C:5]3[S:4][C:3]([C:18](=[O:23])[NH:19][CH:20]4[CH2:22][CH2:21]4)=[C:2]([NH2:1])[C:10]3=[C:9]([CH3:11])[C:8]=2[Cl:12])[CH2:36][CH2:35]1. (7) Given the reactants [OH:1][C:2]1[CH:3]=[C:4]([CH2:12][C:13]([OH:15])=[O:14])[CH:5]=[C:6]([C:8]([F:11])([F:10])[F:9])[CH:7]=1.[CH2:16]([S:18]([C:21]1[CH:26]=[CH:25][C:24](F)=[C:23]([F:28])[CH:22]=1)(=[O:20])=[O:19])[CH3:17], predict the reaction product. The product is: [CH2:16]([S:18]([C:21]1[CH:26]=[CH:25][C:24]([O:1][C:2]2[CH:3]=[C:4]([CH2:12][C:13]([OH:15])=[O:14])[CH:5]=[C:6]([C:8]([F:9])([F:10])[F:11])[CH:7]=2)=[C:23]([F:28])[CH:22]=1)(=[O:19])=[O:20])[CH3:17].